This data is from Forward reaction prediction with 1.9M reactions from USPTO patents (1976-2016). The task is: Predict the product of the given reaction. (1) Given the reactants [N+:1]([C:4]1[CH:5]=[C:6]([CH:10]=[CH:11][CH:12]=1)[CH2:7][C:8]#[N:9])([O-:3])=[O:2].O.[C:14]([OH:18])(=[O:17])[CH:15]=O.C(=O)([O-])[O-].[K+:23].[K+], predict the reaction product. The product is: [K+:23].[C:8]([C:7]([C:6]1[CH:10]=[CH:11][CH:12]=[C:4]([N+:1]([O-:3])=[O:2])[CH:5]=1)=[CH:15][C:14]([O-:18])=[O:17])#[N:9]. (2) Given the reactants [CH3:1][N:2]1[C:11]2[C:6](=[CH:7][C:8]([C:12](=O)[CH2:13][CH2:14][CH3:15])=[CH:9][CH:10]=2)[CH2:5][CH2:4][CH2:3]1.[CH3:17][C:18]([NH2:21])([CH3:20])[CH3:19], predict the reaction product. The product is: [CH3:17][C:18]([N:21]=[C:12]([C:8]1[CH:7]=[C:6]2[C:11](=[CH:10][CH:9]=1)[N:2]([CH3:1])[CH2:3][CH2:4][CH2:5]2)[CH2:13][CH2:14][CH3:15])([CH3:20])[CH3:19]. (3) Given the reactants [C:1]([O:5][CH2:6][CH2:7][CH2:8][CH2:9][CH2:10][CH2:11][CH2:12][CH2:13][CH2:14][CH2:15][CH2:16][CH2:17][CH2:18][CH2:19][CH2:20][CH2:21][CH2:22][CH3:23])(=[O:4])[CH:2]=[CH2:3].[CH3:24][C:25]([C:27]([O:29][CH2:30][CH2:31][OH:32])=[O:28])=[CH2:26].CCC(N=NC(C#N)(CC)C)(C#N)C, predict the reaction product. The product is: [C:1]([O:5][CH2:6][CH2:7][CH2:8][CH2:9][CH2:10][CH2:11][CH2:12][CH2:13][CH2:14][CH2:15][CH2:16][CH2:17][CH2:18][CH2:19][CH2:20][CH2:21][CH2:22][CH3:23])(=[O:4])[CH:2]=[CH2:3].[CH3:26][C:25]([C:27]([O:29][CH2:30][CH2:31][OH:32])=[O:28])=[CH2:24]. (4) Given the reactants C[Si]([N-][Si](C)(C)C)(C)C.[K+].C1C[O:14]CC1.[CH2:16]([O:19][C:20]1([CH3:49])[CH2:25][CH2:24][N:23]([C:26]2[N:31]3[N:32]=[C:33]([C:35]4[CH:40]=[CH:39][CH:38]=[C:37]([Br:41])[CH:36]=4)[CH:34]=[C:30]3[N:29]=[C:28]([CH3:42])[C:27]=2[CH2:43][C:44]([O:46][CH2:47][CH3:48])=[O:45])[CH2:22][CH2:21]1)[CH:17]=[CH2:18].C1(C2ON2S(C2C=CC=CC=2)(=O)=O)C=CC=CC=1, predict the reaction product. The product is: [CH2:16]([O:19][C:20]1([CH3:49])[CH2:25][CH2:24][N:23]([C:26]2[N:31]3[N:32]=[C:33]([C:35]4[CH:40]=[CH:39][CH:38]=[C:37]([Br:41])[CH:36]=4)[CH:34]=[C:30]3[N:29]=[C:28]([CH3:42])[C:27]=2[CH:43]([OH:14])[C:44]([O:46][CH2:47][CH3:48])=[O:45])[CH2:22][CH2:21]1)[CH:17]=[CH2:18].